Task: Regression/Classification. Given a drug SMILES string, predict its toxicity properties. Task type varies by dataset: regression for continuous values (e.g., LD50, hERG inhibition percentage) or binary classification for toxic/non-toxic outcomes (e.g., AMES mutagenicity, cardiotoxicity, hepatotoxicity). Dataset: ames.. Dataset: Ames mutagenicity test results for genotoxicity prediction (1) The drug is CCCCCC(N)=O. The result is 0 (non-mutagenic). (2) The compound is Cc1c(NO)cc(NO)cc1[N+](=O)[O-]. The result is 1 (mutagenic). (3) The result is 1 (mutagenic). The compound is O=CNc1ccc(Oc2ccc(Cl)cc2Cl)cc1.